Dataset: Reaction yield outcomes from USPTO patents with 853,638 reactions. Task: Predict the reaction yield, written as a fraction of the theoretical maximum amount of product (1.0 means a 100% yield; for example, 0.34 means a 34% yield). (1) The reactants are [CH2:1]([C@H:3]1[CH2:8][N:7]([CH:9]2[CH2:12][O:11][CH2:10]2)[CH2:6][CH2:5][N:4]1[C:13]1[CH:14]=[CH:15][C:16]([NH:19][C:20]2[C:21](=[O:36])[N:22]([CH3:35])[CH:23]=[C:24](B3OC(C)(C)C(C)(C)O3)[CH:25]=2)=[N:17][CH:18]=1)[CH3:2].Cl[C:38]1[C:43]([CH:44]=[O:45])=[C:42]([N:46]2[CH2:58][CH2:57][C:56]3[N:55]4[C:50]([CH2:51][CH2:52][CH2:53][CH2:54]4)=[CH:49][C:48]=3[C:47]2=[O:59])[N:41]=[CH:40][CH:39]=1.[O-]P([O-])([O-])=O.[K+].[K+].[K+].C([O-])(=O)C.[Na+]. The catalyst is C1C=CC(P(C2C=CC=CC=2)[C-]2C=CC=C2)=CC=1.C1C=CC(P(C2C=CC=CC=2)[C-]2C=CC=C2)=CC=1.Cl[Pd]Cl.[Fe+2].C(#N)C. The product is [CH2:1]([CH:3]1[CH2:8][N:7]([CH:9]2[CH2:10][O:11][CH2:12]2)[CH2:6][CH2:5][N:4]1[C:13]1[CH:14]=[CH:15][C:16]([NH:19][C:20]2[C:21](=[O:36])[N:22]([CH3:35])[CH:23]=[C:24]([C:38]3[C:43]([CH:44]=[O:45])=[C:42]([N:46]4[CH2:58][CH2:57][C:56]5[N:55]6[C:50]([CH2:51][CH2:52][CH2:53][CH2:54]6)=[CH:49][C:48]=5[C:47]4=[O:59])[N:41]=[CH:40][CH:39]=3)[CH:25]=2)=[N:17][CH:18]=1)[CH3:2]. The yield is 0.570. (2) The reactants are [CH3:1][C:2]1[CH:3]=[C:4]([C:12]2[CH:17]=[CH:16][C:15]([N+:18]([O-:20])=[O:19])=[CH:14][CH:13]=2)[CH:5]=[CH:6][C:7]=1[C:8]([O:10]C)=[O:9].CO.O.[OH-].[Na+]. The catalyst is C1COCC1. The product is [CH3:1][C:2]1[CH:3]=[C:4]([C:12]2[CH:17]=[CH:16][C:15]([N+:18]([O-:20])=[O:19])=[CH:14][CH:13]=2)[CH:5]=[CH:6][C:7]=1[C:8]([OH:10])=[O:9]. The yield is 0.940. (3) The reactants are [Br:1][C:2]1[CH:3]=[C:4]2[C:9](=[CH:10][CH:11]=1)[N:8]=[CH:7][C:6]([C:12]([CH:14]1[CH2:16][CH2:15]1)=[O:13])=[C:5]2Cl.[N:18]1([CH2:23][C:24]2[CH:30]=[CH:29][C:27]([NH2:28])=[CH:26][CH:25]=2)[CH2:22][CH2:21][CH2:20][CH2:19]1. No catalyst specified. The product is [Br:1][C:2]1[CH:3]=[C:4]2[C:9](=[CH:10][CH:11]=1)[N:8]=[CH:7][C:6]([C:12]([CH:14]1[CH2:16][CH2:15]1)=[O:13])=[C:5]2[NH:28][C:27]1[CH:26]=[CH:25][C:24]([CH2:23][N:18]2[CH2:22][CH2:21][CH2:20][CH2:19]2)=[CH:30][CH:29]=1. The yield is 0.830. (4) The reactants are [CH3:1][S:2]([NH:5][C:6]1[CH:21]=[CH:20][C:9]2[NH:10][C:11]([CH2:16][C:17](O)=[O:18])=[N:12][S:13](=[O:15])(=[O:14])[C:8]=2[CH:7]=1)(=[O:4])=[O:3].C([O:24][C:25]([C@H:27]1[C@@H:32]([NH:33][CH2:34][C:35]2[CH:40]=[CH:39][C:38]([F:41])=[CH:37][CH:36]=2)[C@H:31]2[CH2:42][C@@H:28]1[CH2:29][CH2:30]2)=O)C.CN1CCOCC1.Cl.CN(C)CCCN=C=NCC.C(N(CC)CC)C. The catalyst is C(#N)C. The product is [F:41][C:38]1[CH:37]=[CH:36][C:35]([CH2:34][N:33]2[C:17](=[O:18])[C:16]([C:11]3[NH:10][C:9]4[CH:20]=[CH:21][C:6]([NH:5][S:2]([CH3:1])(=[O:4])=[O:3])=[CH:7][C:8]=4[S:13](=[O:14])(=[O:15])[N:12]=3)=[C:25]([OH:24])[C@H:27]3[C@@H:32]2[C@H:31]2[CH2:42][C@@H:28]3[CH2:29][CH2:30]2)=[CH:40][CH:39]=1. The yield is 0.780. (5) The reactants are [CH3:1][O:2][C:3]([CH:5](P(OC)(OC)=O)[NH:6][C:7]([O:9][CH2:10][C:11]1[CH:16]=[CH:15][CH:14]=[CH:13][CH:12]=1)=[O:8])=[O:4].N12CCCN=C1CCCCC2.[F:34][C:35]1[CH:42]=[CH:41][CH:40]=[C:39]([F:43])[C:36]=1[CH:37]=O.C(OCC)C. The catalyst is C(Cl)Cl. The product is [CH3:1][O:2][C:3](=[O:4])[C:5]([NH:6][C:7]([O:9][CH2:10][C:11]1[CH:12]=[CH:13][CH:14]=[CH:15][CH:16]=1)=[O:8])=[CH:37][C:36]1[C:35]([F:34])=[CH:42][CH:41]=[CH:40][C:39]=1[F:43]. The yield is 0.720. (6) The reactants are [CH3:1][O:2][C:3](=[O:15])[C:4]1[CH:9]=[C:8]([CH2:10]Br)[CH:7]=[CH:6][C:5]=1[N+:12]([O-:14])=[O:13].[NH:16]([C:24]([O:26][C:27]([CH3:30])([CH3:29])[CH3:28])=[O:25])[C:17]([O:19][C:20]([CH3:23])([CH3:22])[CH3:21])=[O:18].C(=O)([O-])[O-].[Cs+].[Cs+].O. The catalyst is CC(=O)CC.[Cl-].[Na+].O.[I-].[Li+].C(OCC)(=O)C. The product is [CH3:1][O:2][C:3](=[O:15])[C:4]1[CH:9]=[C:8]([CH2:10][N:16]([C:17]([O:19][C:20]([CH3:23])([CH3:22])[CH3:21])=[O:18])[C:24]([O:26][C:27]([CH3:28])([CH3:29])[CH3:30])=[O:25])[CH:7]=[CH:6][C:5]=1[N+:12]([O-:14])=[O:13]. The yield is 0.980. (7) The reactants are [CH3:1][N:2]([CH3:26])[C:3]1[CH:12]=[CH:11][CH:10]=[C:9]2[C:4]=1[CH:5]=[C:6]1[CH2:25][C:17]3([CH2:22][O:21]C(C)(C)[O:19][CH2:18]3)[CH2:16][C:7]1=[C:8]2[C:13](=[O:15])[CH3:14].Cl. The catalyst is C1COCC1. The product is [CH3:26][N:2]([CH3:1])[C:3]1[CH:12]=[CH:11][CH:10]=[C:9]2[C:4]=1[CH:5]=[C:6]1[CH2:25][C:17]([CH2:18][OH:19])([CH2:22][OH:21])[CH2:16][C:7]1=[C:8]2[C:13](=[O:15])[CH3:14]. The yield is 0.570. (8) The reactants are [CH3:1][C:2]1[CH:6]=[C:5]([CH3:7])[NH:4][C:3]=1[C:8](=[C:12]1[C:20]2[C:15](=[CH:16][CH:17]=[CH:18][CH:19]=2)[NH:14][C:13]1=[O:21])[C:9](O)=[O:10].Cl.Cl.[CH3:24][N:25]([CH3:33])[C:26]1[CH:27]=[C:28]([CH:30]=[CH:31][CH:32]=1)[NH2:29]. No catalyst specified. The product is [CH3:24][N:25]([CH3:33])[C:26]1[CH:27]=[C:28]([NH:29][C:9](=[O:10])[C:8]([C:3]2[NH:4][C:5]([CH3:7])=[CH:6][C:2]=2[CH3:1])=[C:12]2[C:20]3[C:15](=[CH:16][CH:17]=[CH:18][CH:19]=3)[NH:14][C:13]2=[O:21])[CH:30]=[CH:31][CH:32]=1. The yield is 0.250. (9) The reactants are [NH2:1][C:2]1[N:7]2[CH:8]=[C:9]([CH2:11][CH3:12])[N:10]=[C:6]2[C:5]([C:13]([OH:15])=O)=[CH:4][C:3]=1[Cl:16].[NH2:17][CH2:18][CH:19]1[CH2:24][CH2:23][N:22](C(OC(C)(C)C)=O)[CH2:21][CH2:20]1.P(C#N)(=O)(OCC)OCC.C(N(C(C)C)CC)(C)C. The catalyst is CN(C)C=O. The product is [NH2:1][C:2]1[N:7]2[CH:8]=[C:9]([CH2:11][CH3:12])[N:10]=[C:6]2[C:5]([C:13]([NH:17][CH2:18][CH:19]2[CH2:24][CH2:23][NH:22][CH2:21][CH2:20]2)=[O:15])=[CH:4][C:3]=1[Cl:16]. The yield is 0.900.